From a dataset of Reaction yield outcomes from USPTO patents with 853,638 reactions. Predict the reaction yield, written as a fraction of the theoretical maximum amount of product (1.0 means a 100% yield; for example, 0.34 means a 34% yield). (1) The reactants are Cl[C:2]1[N:7]=[C:6]([C:8]2[C:9]([C:17]3[CH:18]=[CH:19][C:20](C)=[C:21]([NH:23][C:24](=[O:31])[CH2:25][C:26]4[S:27][CH:28]=[CH:29][CH:30]=4)[CH:22]=3)=[N:10][N:11]3[CH:16]=[CH:15][CH:14]=[CH:13][C:12]=23)[CH:5]=[CH:4][N:3]=1.Cl.Cl.CN(C)CCO[C:40]1[CH:41]=[C:42]([CH:44]=[CH:45][CH:46]=1)[NH2:43]. No catalyst specified. The product is [NH2:7][CH:6]1[CH2:8][C:40]2[CH:41]=[C:42]([NH:43][C:2]3[N:7]=[C:6]([C:8]4[C:9]([C:17]5[CH:22]=[C:21]([NH:23][C:24](=[O:31])[CH2:25][C:26]6[S:27][CH:28]=[CH:29][CH:30]=6)[CH:20]=[CH:19][CH:18]=5)=[N:10][N:11]5[CH:16]=[CH:15][CH:14]=[CH:13][C:12]=45)[CH:5]=[CH:4][N:3]=3)[CH:44]=[CH:45][C:46]=2[CH2:4][CH2:5]1. The yield is 0.190. (2) The reactants are [F:1][C:2]1([F:52])[CH2:7][CH2:6][CH:5]([C:8]2[C:17]3[C@@H:16]([OH:18])[CH2:15][C:14]([CH3:20])([CH3:19])[CH2:13][C:12]=3[N:11]=[C:10]([CH:21]3[CH2:26][CH2:25][N:24]([C:27]4[N:32]=[CH:31][C:30]([O:33][CH2:34][CH:35]([CH2:38][OH:39])[CH2:36][OH:37])=[CH:29][N:28]=4)[CH2:23][CH2:22]3)[C:9]=2[C@@H:40]([F:51])[C:41]2[CH:46]=[CH:45][C:44]([C:47]([F:50])([F:49])[F:48])=[CH:43][CH:42]=2)[CH2:4][CH2:3]1.[ClH:53]. The catalyst is C(OCC)(=O)C. The product is [ClH:53].[ClH:53].[F:52][C:2]1([F:1])[CH2:3][CH2:4][CH:5]([C:8]2[C:17]3[C@@H:16]([OH:18])[CH2:15][C:14]([CH3:19])([CH3:20])[CH2:13][C:12]=3[N:11]=[C:10]([CH:21]3[CH2:26][CH2:25][N:24]([C:27]4[N:32]=[CH:31][C:30]([O:33][CH2:34][CH:35]([CH2:38][OH:39])[CH2:36][OH:37])=[CH:29][N:28]=4)[CH2:23][CH2:22]3)[C:9]=2[C@@H:40]([F:51])[C:41]2[CH:46]=[CH:45][C:44]([C:47]([F:48])([F:50])[F:49])=[CH:43][CH:42]=2)[CH2:6][CH2:7]1. The yield is 0.860. (3) The reactants are C(OC([N:8]1[CH2:13][CH2:12][CH2:11][C@H:10]([C:14](=[O:16])[NH2:15])[CH2:9]1)=O)(C)(C)C.[ClH:17]. The catalyst is ClCCl. The product is [ClH:17].[NH:8]1[CH2:13][CH2:12][CH2:11][C@H:10]([C:14]([NH2:15])=[O:16])[CH2:9]1. The yield is 1.00. (4) The reactants are [H-].[Na+].[CH3:3][O:4][CH2:5][O:6][C:7]1[CH:8]=[CH:9][C:10]2[C@@H:11]3[C@@H:19]([C@H:20]([CH2:24][CH2:25][CH2:26][CH2:27][O:28][CH2:29][CH2:30][O:31][CH2:32][CH2:33][O:34][CH2:35][CH2:36][O:37][CH2:38][CH2:39][OH:40])[CH2:21][C:22]=2[CH:23]=1)[C@H:18]1[C@@:14]([CH3:45])([C@@H:15]([O:41][CH2:42][O:43][CH3:44])[CH2:16][CH2:17]1)[CH2:13][CH2:12]3.Br[CH2:47][C:48]([O:50][C:51]([CH3:54])([CH3:53])[CH3:52])=[O:49]. The catalyst is CN(C=O)C. The product is [CH3:3][O:4][CH2:5][O:6][C:7]1[CH:8]=[CH:9][C:10]2[C@@H:11]3[C@@H:19]([C@H:20]([CH2:24][CH2:25][CH2:26][CH2:27][O:28][CH2:29][CH2:30][O:31][CH2:32][CH2:33][O:34][CH2:35][CH2:36][O:37][CH2:38][CH2:39][O:40][CH2:47][C:48]([O:50][C:51]([CH3:54])([CH3:53])[CH3:52])=[O:49])[CH2:21][C:22]=2[CH:23]=1)[C@H:18]1[C@@:14]([CH3:45])([C@@H:15]([O:41][CH2:42][O:43][CH3:44])[CH2:16][CH2:17]1)[CH2:13][CH2:12]3. The yield is 0.570. (5) The catalyst is O1CCCC1.CO.[Cl-].[Na+].O. The yield is 0.910. The product is [CH2:1]([C:3]1[N:7]([C:8]2[C:9]([CH3:30])=[C:10]([CH:27]=[CH:28][CH:29]=2)[CH2:11][NH:12][C:13]2[CH:26]=[CH:25][C:16]3[C@H:17]([CH2:20][C:21]([OH:23])=[O:22])[CH2:18][O:19][C:15]=3[CH:14]=2)[C:6]2[C:31]([CH3:35])=[CH:32][CH:33]=[CH:34][C:5]=2[N:4]=1)[CH3:2]. The reactants are [CH2:1]([C:3]1[N:7]([C:8]2[C:9]([CH3:30])=[C:10]([CH:27]=[CH:28][CH:29]=2)[CH2:11][NH:12][C:13]2[CH:26]=[CH:25][C:16]3[C@H:17]([CH2:20][C:21]([O:23]C)=[O:22])[CH2:18][O:19][C:15]=3[CH:14]=2)[C:6]2[C:31]([CH3:35])=[CH:32][CH:33]=[CH:34][C:5]=2[N:4]=1)[CH3:2].[OH-].[Na+].Cl. (6) The reactants are [CH3:1][S:2](Cl)(=[O:4])=[O:3].CCN(CC)CC.[CH:13]([N:26]1[C:34]2[C:29](=[CH:30][C:31]([Cl:35])=[CH:32][CH:33]=2)[C:28]([CH2:36][CH2:37][S:38]([C:41]2[CH:46]=[CH:45][C:44]([C:47]3[CH:48]=[C:49]([CH:54]=[CH:55][CH:56]=3)[C:50]([O:52][CH3:53])=[O:51])=[CH:43][CH:42]=2)(=[O:40])=[O:39])=[C:27]1[CH2:57][CH2:58][OH:59])([C:20]1[CH:25]=[CH:24][CH:23]=[CH:22][CH:21]=1)[C:14]1[CH:19]=[CH:18][CH:17]=[CH:16][CH:15]=1.O. The catalyst is C(Cl)Cl. The product is [CH:13]([N:26]1[C:34]2[C:29](=[CH:30][C:31]([Cl:35])=[CH:32][CH:33]=2)[C:28]([CH2:36][CH2:37][S:38]([C:41]2[CH:46]=[CH:45][C:44]([C:47]3[CH:48]=[C:49]([CH:54]=[CH:55][CH:56]=3)[C:50]([O:52][CH3:53])=[O:51])=[CH:43][CH:42]=2)(=[O:40])=[O:39])=[C:27]1[CH2:57][CH2:58][O:59][S:2]([CH3:1])(=[O:4])=[O:3])([C:14]1[CH:15]=[CH:16][CH:17]=[CH:18][CH:19]=1)[C:20]1[CH:25]=[CH:24][CH:23]=[CH:22][CH:21]=1. The yield is 0.990. (7) The reactants are [C:1]([N:8]1[CH2:13][CH2:12][NH:11][CH2:10][CH2:9]1)([O:3][C:4]([CH3:7])([CH3:6])[CH3:5])=[O:2].C(N(CC)CC)C.[O:21]1[CH2:26][CH2:25][O:24][C:23]2[CH:27]=[C:28]([S:31](Cl)(=[O:33])=[O:32])[CH:29]=[CH:30][C:22]1=2. The catalyst is ClCCl. The product is [C:1]([N:8]1[CH2:9][CH2:10][N:11]([S:31]([C:28]2[CH:29]=[CH:30][C:22]3[O:21][CH2:26][CH2:25][O:24][C:23]=3[CH:27]=2)(=[O:32])=[O:33])[CH2:12][CH2:13]1)([O:3][C:4]([CH3:7])([CH3:6])[CH3:5])=[O:2]. The yield is 0.890. (8) The reactants are Br[C:2]1[C:3]([CH3:12])=[N:4][C:5]([N+:9]([O-:11])=[O:10])=[CH:6][C:7]=1[CH3:8].[Cl:13][C:14]1[CH:19]=[C:18]([OH:20])[CH:17]=[CH:16][N:15]=1.C([O-])([O-])=O.[K+].[K+]. The catalyst is CC(N(C)C)=O. The product is [Cl:13][C:14]1[CH:19]=[C:18]([O:20][C:2]2[C:3]([CH3:12])=[N:4][C:5]([N+:9]([O-:11])=[O:10])=[CH:6][C:7]=2[CH3:8])[CH:17]=[CH:16][N:15]=1. The yield is 0.200. (9) The reactants are [Cl-].O[NH3+:3].[C:4](=[O:7])([O-])[OH:5].[Na+].CS(C)=O.[CH3:13][C:14]1([CH3:51])[CH2:18][C:17]2[CH:19]=[C:20]([N:23]3[C:28](=[O:29])[C:27]([CH2:30][C:31]4[CH:36]=[CH:35][C:34]([C:37]5[C:38]([C:43]#[N:44])=[CH:39][CH:40]=[CH:41][CH:42]=5)=[CH:33][CH:32]=4)=[C:26]([CH2:45][CH2:46][CH3:47])[N:25]4[N:48]=[CH:49][N:50]=[C:24]34)[CH:21]=[CH:22][C:16]=2[O:15]1. The catalyst is C(OCC)(=O)C. The product is [CH3:51][C:14]1([CH3:13])[CH2:18][C:17]2[CH:19]=[C:20]([N:23]3[C:28](=[O:29])[C:27]([CH2:30][C:31]4[CH:36]=[CH:35][C:34]([C:37]5[CH:42]=[CH:41][CH:40]=[CH:39][C:38]=5[C:43]5[NH:3][C:4](=[O:7])[O:5][N:44]=5)=[CH:33][CH:32]=4)=[C:26]([CH2:45][CH2:46][CH3:47])[N:25]4[N:48]=[CH:49][N:50]=[C:24]34)[CH:21]=[CH:22][C:16]=2[O:15]1. The yield is 0.460. (10) The reactants are [Cr](Cl)([O-])(=O)=O.[NH+]1C=CC=CC=1.[F:12][C:13]1[CH:18]=[CH:17][C:16]([CH2:19][CH2:20][OH:21])=[CH:15][CH:14]=1. The catalyst is C(Cl)Cl.CCOCC. The product is [F:12][C:13]1[CH:18]=[CH:17][C:16]([CH2:19][CH:20]=[O:21])=[CH:15][CH:14]=1. The yield is 0.860.